This data is from Forward reaction prediction with 1.9M reactions from USPTO patents (1976-2016). The task is: Predict the product of the given reaction. (1) Given the reactants [NH2:1][CH2:2][C:3]1[N:7]=[C:6]([C@H:8]([CH2:17][CH2:18][CH2:19][CH:20]2[CH2:25][CH2:24][CH2:23][CH2:22][CH2:21]2)[CH2:9][C:10]([O:12][C:13]([CH3:16])([CH3:15])[CH3:14])=[O:11])[O:5][N:4]=1.[CH3:26][O:27][CH2:28][C:29](O)=[O:30].C1C=CC2N(O)N=NC=2C=1.CN1CCOCC1, predict the reaction product. The product is: [CH:20]1([CH2:19][CH2:18][CH2:17][C@@H:8]([C:6]2[O:5][N:4]=[C:3]([CH2:2][NH:1][C:29](=[O:30])[CH2:28][O:27][CH3:26])[N:7]=2)[CH2:9][C:10]([O:12][C:13]([CH3:15])([CH3:16])[CH3:14])=[O:11])[CH2:21][CH2:22][CH2:23][CH2:24][CH2:25]1. (2) Given the reactants [CH:1]([NH2:4])([CH3:3])[CH3:2].C(N(CC)CC)C.[F:12][C:13]([F:30])([C:26]([F:29])([F:28])[F:27])[C:14](O[C:14](=[O:15])[C:13]([F:30])([F:12])[C:26]([F:29])([F:28])[F:27])=[O:15], predict the reaction product. The product is: [F:12][C:13]([F:30])([C:26]([F:29])([F:28])[F:27])[C:14]([NH:4][CH:1]([CH3:3])[CH3:2])=[O:15]. (3) Given the reactants [C:1]([CH2:5][C:6](Cl)=[O:7])([CH3:4])([CH3:3])[CH3:2].[NH2:9][C:10]1[C:15](=[O:16])[N:14]2[CH:17]=[CH:18][CH:19]=[C:20]([CH3:21])[C:13]2=[N:12][C:11]=1[Cl:22].[O-]P([O-])([O-])=O.[K+].[K+].[K+], predict the reaction product. The product is: [Cl:22][C:11]1[N:12]=[C:13]2[C:20]([CH3:21])=[CH:19][CH:18]=[CH:17][N:14]2[C:15](=[O:16])[C:10]=1[NH:9][C:6](=[O:7])[CH2:5][C:1]([CH3:4])([CH3:3])[CH3:2]. (4) Given the reactants [Cl:1][C:2]1[C:20]([O:21][CH:22]([CH3:24])[CH3:23])=[CH:19][C:5]([C:6]([NH:8][C:9]2[CH:18]=[CH:17][C:12]([C:13]([O:15]C)=[O:14])=[CH:11][CH:10]=2)=[O:7])=[CH:4][C:3]=1[O:25][CH:26]([CH3:28])[CH3:27], predict the reaction product. The product is: [Cl:1][C:2]1[C:3]([O:25][CH:26]([CH3:27])[CH3:28])=[CH:4][C:5]([C:6]([NH:8][C:9]2[CH:10]=[CH:11][C:12]([C:13]([OH:15])=[O:14])=[CH:17][CH:18]=2)=[O:7])=[CH:19][C:20]=1[O:21][CH:22]([CH3:24])[CH3:23]. (5) Given the reactants C(Cl)(=O)C(Cl)=O.[C:7]([OH:13])(=O)[CH2:8][CH2:9][CH:10]=[CH2:11].[NH2:14][C:15]1[CH:20]=[CH:19][CH:18]=[CH:17][CH:16]=1, predict the reaction product. The product is: [C:15]1([NH:14][C:7](=[O:13])[CH2:8][CH2:9][CH:10]=[CH2:11])[CH:20]=[CH:19][CH:18]=[CH:17][CH:16]=1. (6) Given the reactants [CH3:1][C:2]1[CH:6]=[C:5]([CH3:7])[N:4]([CH2:8][CH2:9][CH2:10][NH2:11])[N:3]=1.Cl[C:13]1[CH:18]=[C:17]([C:19]2[CH:24]=[CH:23][CH:22]=[C:21]([CH3:25])[C:20]=2[CH3:26])[N:16]=[C:15]([NH2:27])[N:14]=1, predict the reaction product. The product is: [CH3:1][C:2]1[CH:6]=[C:5]([CH3:7])[N:4]([CH2:8][CH2:9][CH2:10][NH:11][C:13]2[CH:18]=[C:17]([C:19]3[CH:24]=[CH:23][CH:22]=[C:21]([CH3:25])[C:20]=3[CH3:26])[N:16]=[C:15]([NH2:27])[N:14]=2)[N:3]=1. (7) Given the reactants [CH3:1][O:2][C:3]([C:5]1[S:14][C:8]2=[CH:9][N:10]=[CH:11][C:12]([Cl:13])=[C:7]2[C:6]=1[OH:15])=[O:4].[H-].[Na+].[C:18]([O:22][C:23](=[O:26])[CH2:24]Br)([CH3:21])([CH3:20])[CH3:19].C(=O)(O)[O-].[Na+], predict the reaction product. The product is: [CH3:1][O:2][C:3]([C:5]1[S:14][C:8]2=[CH:9][N:10]=[CH:11][C:12]([Cl:13])=[C:7]2[C:6]=1[O:15][CH2:24][C:23]([O:22][C:18]([CH3:21])([CH3:20])[CH3:19])=[O:26])=[O:4].